From a dataset of Peptide-MHC class I binding affinity with 185,985 pairs from IEDB/IMGT. Regression. Given a peptide amino acid sequence and an MHC pseudo amino acid sequence, predict their binding affinity value. This is MHC class I binding data. (1) The peptide sequence is REFEAQNVP. The MHC is HLA-B57:01 with pseudo-sequence HLA-B57:01. The binding affinity (normalized) is 0.0847. (2) The peptide sequence is FLPDTRFGV. The MHC is HLA-A68:02 with pseudo-sequence HLA-A68:02. The binding affinity (normalized) is 0.591. (3) The peptide sequence is TMRIYCSLFK. The MHC is HLA-A11:01 with pseudo-sequence HLA-A11:01. The binding affinity (normalized) is 1.00. (4) The peptide sequence is KQGPKEPF. The MHC is Mamu-B08 with pseudo-sequence Mamu-B08. The binding affinity (normalized) is 0.584.